Dataset: NCI-60 drug combinations with 297,098 pairs across 59 cell lines. Task: Regression. Given two drug SMILES strings and cell line genomic features, predict the synergy score measuring deviation from expected non-interaction effect. (1) Drug 2: N.N.Cl[Pt+2]Cl. Cell line: OVCAR3. Synergy scores: CSS=-4.79, Synergy_ZIP=3.63, Synergy_Bliss=3.56, Synergy_Loewe=0.722, Synergy_HSA=-1.60. Drug 1: C1CCC(C1)C(CC#N)N2C=C(C=N2)C3=C4C=CNC4=NC=N3. (2) Drug 1: C1=CC(=CC=C1CCCC(=O)O)N(CCCl)CCCl. Drug 2: C(CCl)NC(=O)N(CCCl)N=O. Cell line: RPMI-8226. Synergy scores: CSS=39.6, Synergy_ZIP=-10.0, Synergy_Bliss=-11.0, Synergy_Loewe=-11.3, Synergy_HSA=-8.33. (3) Drug 1: C1CN1C2=NC(=NC(=N2)N3CC3)N4CC4. Cell line: EKVX. Drug 2: C(=O)(N)NO. Synergy scores: CSS=7.82, Synergy_ZIP=3.17, Synergy_Bliss=5.55, Synergy_Loewe=-3.18, Synergy_HSA=0.154. (4) Drug 1: C1=CC=C(C(=C1)C(C2=CC=C(C=C2)Cl)C(Cl)Cl)Cl. Drug 2: CCCCCOC(=O)NC1=NC(=O)N(C=C1F)C2C(C(C(O2)C)O)O. Cell line: COLO 205. Synergy scores: CSS=-3.57, Synergy_ZIP=0.728, Synergy_Bliss=-2.49, Synergy_Loewe=-3.36, Synergy_HSA=-4.27. (5) Drug 1: C1=CC(=CC=C1CCCC(=O)O)N(CCCl)CCCl. Drug 2: CCC1(CC2CC(C3=C(CCN(C2)C1)C4=CC=CC=C4N3)(C5=C(C=C6C(=C5)C78CCN9C7C(C=CC9)(C(C(C8N6C)(C(=O)OC)O)OC(=O)C)CC)OC)C(=O)OC)O.OS(=O)(=O)O. Cell line: U251. Synergy scores: CSS=47.9, Synergy_ZIP=-4.08, Synergy_Bliss=-4.73, Synergy_Loewe=-3.25, Synergy_HSA=-2.35. (6) Drug 1: C1CCN(CC1)CCOC2=CC=C(C=C2)C(=O)C3=C(SC4=C3C=CC(=C4)O)C5=CC=C(C=C5)O. Drug 2: C1C(C(OC1N2C=NC3=C(N=C(N=C32)Cl)N)CO)O. Cell line: CAKI-1. Synergy scores: CSS=3.14, Synergy_ZIP=-4.02, Synergy_Bliss=-2.62, Synergy_Loewe=-11.3, Synergy_HSA=-4.06. (7) Drug 1: CN1C(=O)N2C=NC(=C2N=N1)C(=O)N. Drug 2: C1CN(CCN1C(=O)CCBr)C(=O)CCBr. Cell line: A549. Synergy scores: CSS=18.4, Synergy_ZIP=-10.3, Synergy_Bliss=-1.68, Synergy_Loewe=-16.9, Synergy_HSA=-2.66.